Dataset: Peptide-MHC class II binding affinity with 134,281 pairs from IEDB. Task: Regression. Given a peptide amino acid sequence and an MHC pseudo amino acid sequence, predict their binding affinity value. This is MHC class II binding data. (1) The peptide sequence is AKDVIPEGWKADTAY. The MHC is DRB1_1101 with pseudo-sequence DRB1_1101. The binding affinity (normalized) is 0.150. (2) The peptide sequence is TVDSIGMLPRFT. The MHC is DRB1_0701 with pseudo-sequence DRB1_0701. The binding affinity (normalized) is 0.313.